From a dataset of Reaction yield outcomes from USPTO patents with 853,638 reactions. Predict the reaction yield, written as a fraction of the theoretical maximum amount of product (1.0 means a 100% yield; for example, 0.34 means a 34% yield). (1) The reactants are [CH:1]1([C@@H:5]([NH:7][S:8]([C:10]([CH3:13])([CH3:12])[CH3:11])=[O:9])[CH3:6])[CH2:4][CH2:3][CH2:2]1.[H-].[Na+].Br[CH2:17][C:18]1[CH:23]=[CH:22][CH:21]=[CH:20][C:19]=1[CH3:24]. The catalyst is CN(C=O)C. The product is [CH:1]1([C@@H:5]([N:7]([CH2:17][C:18]2[CH:23]=[CH:22][CH:21]=[CH:20][C:19]=2[CH3:24])[S:8]([C:10]([CH3:12])([CH3:11])[CH3:13])=[O:9])[CH3:6])[CH2:4][CH2:3][CH2:2]1. The yield is 0.590. (2) The reactants are CI.[CH2:3]([O:10][C:11]1[C:16](=[O:17])[C:15]([CH2:18][C:19]([F:22])([F:21])[F:20])=[CH:14][NH:13][C:12]=1[CH3:23])[C:4]1[CH:9]=[CH:8][CH:7]=[CH:6][CH:5]=1.[C:24](=O)([O-])[O-].[K+].[K+]. The product is [CH2:3]([O:10][C:11]1[C:16](=[O:17])[C:15]([CH2:18][C:19]([F:22])([F:21])[F:20])=[CH:14][N:13]([CH3:24])[C:12]=1[CH3:23])[C:4]1[CH:5]=[CH:6][CH:7]=[CH:8][CH:9]=1. The yield is 0.950. The catalyst is C(#N)C.ClCCl.